Task: Predict the reactants needed to synthesize the given product.. Dataset: Full USPTO retrosynthesis dataset with 1.9M reactions from patents (1976-2016) (1) The reactants are: [F:1][C:2]1([F:17])[C:10](=[O:11])[C:9]2[C:8]3[CH2:12][CH2:13][NH:14][CH2:15][CH2:16][C:7]=3[CH:6]=[CH:5][C:4]=2[CH2:3]1.CCN(C(C)C)C(C)C.[C:27](O[C:27]([O:29][C:30]([CH3:33])([CH3:32])[CH3:31])=[O:28])([O:29][C:30]([CH3:33])([CH3:32])[CH3:31])=[O:28]. Given the product [C:30]([O:29][C:27]([N:14]1[CH2:13][CH2:12][C:8]2[C:9]3[C:10](=[O:11])[C:2]([F:1])([F:17])[CH2:3][C:4]=3[CH:5]=[CH:6][C:7]=2[CH2:16][CH2:15]1)=[O:28])([CH3:33])([CH3:32])[CH3:31], predict the reactants needed to synthesize it. (2) Given the product [CH2:28]([O:27][C:23]1[C:24]([CH3:26])=[CH:25][C:20]([CH2:19][C@@H:18]([O:17][C:15]([N:12]2[CH2:11][CH2:10][CH:9]([N:8]3[CH2:7][CH2:6][C:5]4[CH:39]=[CH:40][CH:41]=[CH:42][C:4]=4[NH:3][C:2]3=[O:1])[CH2:14][CH2:13]2)=[O:16])[C:36]([N:86]2[CH2:87][CH2:88][CH:83]([N:72]3[CH2:73][CH2:74][CH:75]([C:78]([O:80][CH2:81][CH3:82])=[O:79])[CH2:76][CH2:77]3)[CH2:84][CH2:85]2)=[O:37])=[CH:21][C:22]=1[CH3:35])[C:29]1[CH:34]=[CH:33][CH:32]=[CH:31][CH:30]=1, predict the reactants needed to synthesize it. The reactants are: [O:1]=[C:2]1[N:8]([CH:9]2[CH2:14][CH2:13][N:12]([C:15]([O:17][C@@H:18]([C:36](O)=[O:37])[CH2:19][C:20]3[CH:25]=[C:24]([CH3:26])[C:23]([O:27][CH2:28][C:29]4[CH:34]=[CH:33][CH:32]=[CH:31][CH:30]=4)=[C:22]([CH3:35])[CH:21]=3)=[O:16])[CH2:11][CH2:10]2)[CH2:7][CH2:6][C:5]2[CH:39]=[CH:40][CH:41]=[CH:42][C:4]=2[NH:3]1.CN(C(ON1N=NC2C=CC=CC1=2)=[N+](C)C)C.[B-](F)(F)(F)F.C(N(CC)CC)C.[N:72]1([CH:83]2[CH2:88][CH2:87][NH:86][CH2:85][CH2:84]2)[CH2:77][CH2:76][CH:75]([C:78]([O:80][CH2:81][CH3:82])=[O:79])[CH2:74][CH2:73]1.